This data is from Peptide-MHC class I binding affinity with 185,985 pairs from IEDB/IMGT. The task is: Regression. Given a peptide amino acid sequence and an MHC pseudo amino acid sequence, predict their binding affinity value. This is MHC class I binding data. (1) The binding affinity (normalized) is 0.569. The peptide sequence is TTWCSQTSY. The MHC is HLA-A32:01 with pseudo-sequence HLA-A32:01. (2) The peptide sequence is SRPVVLYTF. The MHC is Mamu-A01 with pseudo-sequence Mamu-A01. The binding affinity (normalized) is 0.485. (3) The peptide sequence is VVYCNGQRK. The MHC is HLA-A03:01 with pseudo-sequence HLA-A03:01. The binding affinity (normalized) is 0.601. (4) The peptide sequence is IQTPTKLMNK. The MHC is HLA-A02:01 with pseudo-sequence HLA-A02:01. The binding affinity (normalized) is 0. (5) The peptide sequence is ESTINLLPY. The MHC is HLA-A02:01 with pseudo-sequence HLA-A02:01. The binding affinity (normalized) is 0.0847. (6) The peptide sequence is LFNIAQRIL. The MHC is HLA-B40:01 with pseudo-sequence HLA-B40:01. The binding affinity (normalized) is 0.